From a dataset of Reaction yield outcomes from USPTO patents with 853,638 reactions. Predict the reaction yield, written as a fraction of the theoretical maximum amount of product (1.0 means a 100% yield; for example, 0.34 means a 34% yield). (1) The reactants are [F:1][C:2]1[CH:3]=[CH:4][C:5]([C:8]2[N:12]=[C:11]([C:13]3[CH:18]=[C:17]([C:19]#[N:20])[CH:16]=[C:15]([NH2:21])[CH:14]=3)[O:10][N:9]=2)=[N:6][CH:7]=1.[C:22]1(=O)[CH2:26][CH2:25][CH2:24][CH2:23]1.C([BH3-])#N.[Na+].O1CCCC1. The catalyst is C(O)(=O)C.C(OCC)(=O)C. The product is [F:1][C:2]1[CH:3]=[CH:4][C:5]([C:8]2[N:12]=[C:11]([C:13]3[CH:14]=[C:15]([NH:21][CH:22]4[CH2:26][CH2:25][CH2:24][CH2:23]4)[CH:16]=[C:17]([C:19]#[N:20])[CH:18]=3)[O:10][N:9]=2)=[N:6][CH:7]=1. The yield is 0.390. (2) The reactants are [OH-].[Na+].C([O:6][C:7]1[CH:30]=[CH:29][C:28]([Br:31])=[CH:27][C:8]=1[C:9]([NH:11][C:12]1[S:13][C:14]([N:21]2[CH2:26][CH2:25][CH2:24][CH2:23][CH2:22]2)=[C:15]([C:17]([CH3:20])([CH3:19])[CH3:18])[N:16]=1)=[O:10])(=O)C.Cl. The catalyst is C(O)C. The product is [Br:31][C:28]1[CH:29]=[CH:30][C:7]([OH:6])=[C:8]([CH:27]=1)[C:9]([NH:11][C:12]1[S:13][C:14]([N:21]2[CH2:22][CH2:23][CH2:24][CH2:25][CH2:26]2)=[C:15]([C:17]([CH3:19])([CH3:20])[CH3:18])[N:16]=1)=[O:10]. The yield is 0.363. (3) The reactants are C(OC(=O)[N:7]([CH2:21][CH2:22][NH2:23])[CH2:8][CH2:9][N:10]([CH2:18][CH2:19][NH2:20])C(OC(C)(C)C)=O)(C)(C)C.Cl. The catalyst is C(O)(C)C. The product is [NH2:23][CH2:22][CH2:21][NH:7][CH2:8][CH2:9][NH:10][CH2:18][CH2:19][NH2:20]. The yield is 0.910. (4) The reactants are [F:1][C:2]([F:17])([F:16])[C:3]1[N:4]=[CH:5][N:6]([CH2:8][O:9][CH2:10][CH2:11][Si:12]([CH3:15])([CH3:14])[CH3:13])[CH:7]=1.[Li]CCCC.CN([CH:26]=[O:27])C. No catalyst specified. The product is [F:17][C:2]([F:16])([F:1])[C:3]1[N:4]=[C:5]([CH:26]=[O:27])[N:6]([CH2:8][O:9][CH2:10][CH2:11][Si:12]([CH3:13])([CH3:14])[CH3:15])[CH:7]=1. The yield is 0.140.